This data is from Peptide-MHC class I binding affinity with 185,985 pairs from IEDB/IMGT. The task is: Regression. Given a peptide amino acid sequence and an MHC pseudo amino acid sequence, predict their binding affinity value. This is MHC class I binding data. (1) The binding affinity (normalized) is 0.491. The peptide sequence is RAIRGEQL. The MHC is Mamu-B03 with pseudo-sequence Mamu-B03. (2) The peptide sequence is KYLFSPNML. The MHC is HLA-B15:01 with pseudo-sequence HLA-B15:01. The binding affinity (normalized) is 0.0847.